From a dataset of Forward reaction prediction with 1.9M reactions from USPTO patents (1976-2016). Predict the product of the given reaction. (1) Given the reactants Cl.Cl.Cl.[O:4]1[C:12]2[CH:11]=[CH:10][N:9]=[C:8]([N:13]3[CH2:18][CH2:17][N:16]([CH2:19][CH2:20][C@H:21]4[CH2:26][CH2:25][C@H:24]([NH2:27])[CH2:23][CH2:22]4)[CH2:15][CH2:14]3)[C:7]=2[CH2:6][CH2:5]1.[F:28][C:29]([F:36])([F:35])[CH2:30][CH2:31][C:32](O)=[O:33], predict the reaction product. The product is: [O:4]1[C:12]2[CH:11]=[CH:10][N:9]=[C:8]([N:13]3[CH2:18][CH2:17][N:16]([CH2:19][CH2:20][C@H:21]4[CH2:26][CH2:25][C@H:24]([NH:27][C:32](=[O:33])[CH2:31][CH2:30][C:29]([F:36])([F:35])[F:28])[CH2:23][CH2:22]4)[CH2:15][CH2:14]3)[C:7]=2[CH2:6][CH2:5]1. (2) Given the reactants [CH2:1]([O:3][C:4]([C:6]1([NH:15][C:16](=[O:25])[C:17]2[CH:22]=[CH:21][CH:20]=[C:19]([CH3:23])[C:18]=2[OH:24])[CH2:14][C:13]2[C:8](=[CH:9][CH:10]=[CH:11][CH:12]=2)[CH2:7]1)=[O:5])[CH3:2].C([O-])([O-])=O.[Cs+].[Cs+].Br[CH:33]([CH3:35])[CH3:34], predict the reaction product. The product is: [CH2:1]([O:3][C:4]([C:6]1([NH:15][C:16](=[O:25])[C:17]2[CH:22]=[CH:21][CH:20]=[C:19]([CH3:23])[C:18]=2[O:24][CH:33]([CH3:35])[CH3:34])[CH2:7][C:8]2[C:13](=[CH:12][CH:11]=[CH:10][CH:9]=2)[CH2:14]1)=[O:5])[CH3:2]. (3) Given the reactants Br[C:2]1[CH:7]=[CH:6][C:5]([S:8]([CH:11]2[CH2:13][CH2:12]2)(=[O:10])=[O:9])=[CH:4][CH:3]=1.[B:14]1([B:14]2[O:18][C:17]([CH3:20])([CH3:19])[C:16]([CH3:22])([CH3:21])[O:15]2)[O:18][C:17]([CH3:20])([CH3:19])[C:16]([CH3:22])([CH3:21])[O:15]1.C([O-])(=O)C.[K+].O, predict the reaction product. The product is: [CH:11]1([S:8]([C:5]2[CH:6]=[CH:7][C:2]([B:14]3[O:18][C:17]([CH3:20])([CH3:19])[C:16]([CH3:22])([CH3:21])[O:15]3)=[CH:3][CH:4]=2)(=[O:10])=[O:9])[CH2:13][CH2:12]1.